This data is from Reaction yield outcomes from USPTO patents with 853,638 reactions. The task is: Predict the reaction yield, written as a fraction of the theoretical maximum amount of product (1.0 means a 100% yield; for example, 0.34 means a 34% yield). (1) The reactants are [Cl:1][C:2]1[CH:3]=[C:4]([C:14]([OH:16])=O)[C:5]2[CH:6]=[N:7][N:8]([CH:11]([CH3:13])[CH3:12])[C:9]=2[CH:10]=1.[NH2:17][CH2:18][C:19]1[C:20](=[O:29])[NH:21][C:22]([CH3:28])=[CH:23][C:24]=1[CH2:25][CH2:26][CH3:27].ON1C2N=CC=CC=2N=N1.CN1CCOCC1. The catalyst is C(Cl)CCl.CS(C)=O. The product is [Cl:1][C:2]1[CH:3]=[C:4]([C:14]([NH:17][CH2:18][C:19]2[C:20](=[O:29])[NH:21][C:22]([CH3:28])=[CH:23][C:24]=2[CH2:25][CH2:26][CH3:27])=[O:16])[C:5]2[CH:6]=[N:7][N:8]([CH:11]([CH3:12])[CH3:13])[C:9]=2[CH:10]=1. The yield is 0.930. (2) The reactants are [OH:1][CH:2]([C:6]1[CH:11]=[CH:10][C:9]([C:12]2[N:16]=[C:15]([C:17]3[O:21][N:20]=[C:19]([C:22]4[CH:27]=[CH:26][CH:25]=[CH:24][CH:23]=4)[C:18]=3[C:28]([F:31])([F:30])[F:29])[O:14][N:13]=2)=[CH:8][CH:7]=1)[C:3](O)=[O:4].[CH3:32][C:33]1[NH:34][C:35]([CH2:38][NH2:39])=[N:36][N:37]=1.CN(C(ON1N=NC2C=CC=NC1=2)=[N+](C)C)C.F[P-](F)(F)(F)(F)F.CN1CCOCC1. The catalyst is CN(C=O)C. The product is [OH:1][CH:2]([C:6]1[CH:7]=[CH:8][C:9]([C:12]2[N:16]=[C:15]([C:17]3[O:21][N:20]=[C:19]([C:22]4[CH:27]=[CH:26][CH:25]=[CH:24][CH:23]=4)[C:18]=3[C:28]([F:31])([F:30])[F:29])[O:14][N:13]=2)=[CH:10][CH:11]=1)[C:3]([NH:39][CH2:38][C:35]1[NH:34][C:33]([CH3:32])=[N:37][N:36]=1)=[O:4]. The yield is 0.317. (3) The reactants are Cl.[F:2][C:3]1[CH:22]=[C:21]([S:23]([CH3:26])(=[O:25])=[O:24])[CH:20]=[CH:19][C:4]=1[O:5][C@H:6]1[C@@H:10]([OH:11])[CH2:9][N:8]([CH:12]2[CH2:17][CH2:16][NH:15][CH2:14][CH2:13]2)[C:7]1=[O:18].[Cl:27][C:28]1[CH:33]=[N:32][C:31](Cl)=[CH:30][N:29]=1.CCN(C(C)C)C(C)C. The catalyst is CN(C=O)C. The product is [Cl:27][C:28]1[N:29]=[CH:30][C:31]([N:15]2[CH2:14][CH2:13][CH:12]([N:8]3[CH2:9][C@H:10]([OH:11])[C@H:6]([O:5][C:4]4[CH:19]=[CH:20][C:21]([S:23]([CH3:26])(=[O:25])=[O:24])=[CH:22][C:3]=4[F:2])[C:7]3=[O:18])[CH2:17][CH2:16]2)=[N:32][CH:33]=1. The yield is 0.0760. (4) The reactants are Cl.[O:2]=[C:3]1[NH:12][C:11]2[N:10]=[CH:9][C:8](/[CH:13]=[CH:14]/[C:15]([OH:17])=O)=[CH:7][C:6]=2[CH2:5][CH2:4]1.[OH:18][C:19]1([C:25]2[CH:30]=[CH:29][CH:28]=[CH:27][CH:26]=2)[CH2:24][CH2:23][NH:22][CH2:21][CH2:20]1.CCN(C(C)C)C(C)C.CCN=C=NCCCN(C)C. The catalyst is CN(C=O)C. The product is [OH:18][C:19]1([C:25]2[CH:30]=[CH:29][CH:28]=[CH:27][CH:26]=2)[CH2:24][CH2:23][N:22]([C:15](=[O:17])/[CH:14]=[CH:13]/[C:8]2[CH:7]=[C:6]3[C:11](=[N:10][CH:9]=2)[NH:12][C:3](=[O:2])[CH2:4][CH2:5]3)[CH2:21][CH2:20]1. The yield is 0.410. (5) The reactants are [CH3:1][S:2](Cl)(=[O:4])=[O:3].C(N(CC)CC)C.[OH:13][CH:14]1[CH2:19][CH2:18][N:17]([C:20]([O:22][C:23]([CH3:26])([CH3:25])[CH3:24])=[O:21])[CH2:16][CH2:15]1.O1CCCC1. The catalyst is C(OCC)(=O)C.O. The product is [CH3:1][S:2]([O:13][CH:14]1[CH2:15][CH2:16][N:17]([C:20]([O:22][C:23]([CH3:26])([CH3:25])[CH3:24])=[O:21])[CH2:18][CH2:19]1)(=[O:4])=[O:3]. The yield is 0.950. (6) The reactants are N(C(OCC)=O)=NC(OCC)=O.[Cl:13][C:14]1[CH:33]=[CH:32][C:17]([NH:18][C:19]2[C:28]3[C:23](=[CH:24][C:25]([OH:31])=[C:26]([O:29][CH3:30])[CH:27]=3)[N:22]=[CH:21][N:20]=2)=[C:16]([F:34])[CH:15]=1.[CH3:35][C:36]1[N:40]([CH2:41][CH2:42]O)[C:39]([CH3:44])=[N:38][N:37]=1.C1(P(C2C=CC=CC=2)C2C=CC=CC=2)C=CC=CC=1. The catalyst is C(Cl)Cl. The yield is 0.540. The product is [ClH:13].[Cl:13][C:14]1[CH:33]=[CH:32][C:17]([NH:18][C:19]2[C:28]3[C:23](=[CH:24][C:25]([O:31][CH2:42][CH2:41][N:40]4[C:39]([CH3:44])=[N:38][N:37]=[C:36]4[CH3:35])=[C:26]([O:29][CH3:30])[CH:27]=3)[N:22]=[CH:21][N:20]=2)=[C:16]([F:34])[CH:15]=1. (7) The reactants are [CH3:1][C:2]1[CH:7]=[CH:6][C:5]([C:8]2[N:12]([C:13]3[CH:18]=C(C#N)[CH:16]=[CH:15][N:14]=3)[N:11]=[CH:10][CH:9]=2)=[CH:4][CH:3]=1.[OH-:21].[Na+].Cl.[CH3:24][CH2:25][OH:26]. The yield is 0.470. The product is [C:2]1([CH3:1])[CH:7]=[CH:6][C:5]([C:8]2[N:12]([C:13]3[CH:18]=[C:24]([CH:16]=[CH:15][N:14]=3)[C:25]([OH:21])=[O:26])[N:11]=[CH:10][CH:9]=2)=[CH:4][CH:3]=1. No catalyst specified. (8) The reactants are Cl.Cl.[N:3]1[CH:8]=[CH:7][CH:6]=[CH:5][C:4]=1[C:9]1([NH2:12])[CH2:11][CH2:10]1.CN(C(ON1N=NC2C=CC=NC1=2)=[N+](C)C)C.F[P-](F)(F)(F)(F)F.CCN(C(C)C)C(C)C.[F:46][C:47]1[CH:52]=[CH:51][C:50]([C:53]2[O:54][C:55]3[CH:65]=[C:64]([N:66]([CH2:71][CH2:72][OH:73])[S:67]([CH3:70])(=[O:69])=[O:68])[C:63]([C:74]4[CH:75]=[C:76]([CH:80]=[CH:81][CH:82]=4)[C:77](O)=[O:78])=[CH:62][C:56]=3[C:57]=2[C:58](=[O:61])[NH:59][CH3:60])=[CH:49][CH:48]=1. The catalyst is CN(C=O)C.CCOC(C)=O. The product is [F:46][C:47]1[CH:52]=[CH:51][C:50]([C:53]2[O:54][C:55]3[CH:65]=[C:64]([N:66]([CH2:71][CH2:72][OH:73])[S:67]([CH3:70])(=[O:69])=[O:68])[C:63]([C:74]4[CH:82]=[CH:81][CH:80]=[C:76]([C:77](=[O:78])[NH:12][C:9]5([C:4]6[CH:5]=[CH:6][CH:7]=[CH:8][N:3]=6)[CH2:11][CH2:10]5)[CH:75]=4)=[CH:62][C:56]=3[C:57]=2[C:58]([NH:59][CH3:60])=[O:61])=[CH:49][CH:48]=1. The yield is 0.320. (9) The reactants are Cl.CN(C)CCCN=C=NCC.[CH3:13][C:14]1[CH:15]=[CH:16][C:17]([C:20]2[N:24]([C:25]3[S:26][CH:27]=[CH:28][N:29]=3)[N:23]=[C:22]([C:30]([OH:32])=O)[CH:21]=2)=[N:18][CH:19]=1.Cl.[CH3:34][N:35]1[CH2:40][CH2:39][NH:38][CH2:37][C:36]1=[O:41].ON1C2C=CC=CC=2N=N1. The catalyst is CN(C)C=O.C(N(CC)CC)C. The product is [CH3:13][C:14]1[CH:15]=[CH:16][C:17]([C:20]2[N:24]([C:25]3[S:26][CH:27]=[CH:28][N:29]=3)[N:23]=[C:22]([C:30]([N:38]3[CH2:39][CH2:40][N:35]([CH3:34])[C:36](=[O:41])[CH2:37]3)=[O:32])[CH:21]=2)=[N:18][CH:19]=1. The yield is 0.850. (10) The reactants are C([O:4][C:5]1[CH:6]=[C:7]2[C:12](=[CH:13][CH:14]=1)[N:11]=[CH:10][N:9]=[C:8]2[Cl:15])(=O)C. The catalyst is N.CO. The product is [Cl:15][C:8]1[C:7]2[C:12](=[CH:13][CH:14]=[C:5]([OH:4])[CH:6]=2)[N:11]=[CH:10][N:9]=1. The yield is 0.800.